This data is from Forward reaction prediction with 1.9M reactions from USPTO patents (1976-2016). The task is: Predict the product of the given reaction. (1) Given the reactants CC1C=C(C)C=C(C)C=1S([NH:13][C:14]1[CH:25]=[CH:24][C:17]([CH2:18][C@@H:19]([C:21]([OH:23])=[O:22])[NH2:20])=[CH:16][CH:15]=1)(=O)=O.[Cl:26][C:27]1([Cl:34])[CH2:29][C:28]1([CH3:33])[C:30](O)=[O:31].F[P-](F)(F)(F)(F)F.N1(O[P+](N(C)C)(N(C)C)N(C)C)[C:46]2[CH:47]=C[CH:49]=[CH:50][C:45]=2N=N1.[CH3:62]CN(C(C)C)C(C)C.CN1[CH2:76][CH2:75][CH2:74][C:73]1=[O:77], predict the reaction product. The product is: [Cl:26][C:27]1([Cl:34])[CH2:29][C:28]1([C:30]([NH:20][C@H:19]([C:21]([OH:23])=[O:22])[CH2:18][C:17]1[CH:16]=[CH:15][C:14]([NH:13][C:73]([C:74]2[C:50]([CH3:49])=[CH:45][C:46]([CH3:47])=[CH:76][C:75]=2[CH3:62])=[O:77])=[CH:25][CH:24]=1)=[O:31])[CH3:33]. (2) Given the reactants [Cl:1][C:2]1[C:7]([OH:8])=[CH:6][CH:5]=[CH:4][N:3]=1.[CH3:9][O-].[Na+].IC, predict the reaction product. The product is: [Cl:1][C:2]1[C:7]([O:8][CH3:9])=[CH:6][CH:5]=[CH:4][N:3]=1. (3) Given the reactants [O:1]1[CH2:3][C@@H:2]1[CH2:4][O:5][C@@H:6]([C:8]1[CH:13]=[CH:12][CH:11]=[CH:10][C:9]=1/[CH:14]=[CH:15]/[C:16]([O:18][CH3:19])=[O:17])[CH3:7].[CH2:20]1[C:28]2[C:23](=[CH:24][CH:25]=[CH:26][CH:27]=2)[CH2:22][CH:21]1[CH2:29][C:30]([CH3:33])([NH2:32])[CH3:31].Cl([O-])(=O)(=O)=O.[Li+].O, predict the reaction product. The product is: [CH2:22]1[C:23]2[C:28](=[CH:27][CH:26]=[CH:25][CH:24]=2)[CH2:20][CH:21]1[CH2:29][C:30]([NH:32][CH2:3][C@@H:2]([OH:1])[CH2:4][O:5][C@@H:6]([C:8]1[CH:13]=[CH:12][CH:11]=[CH:10][C:9]=1/[CH:14]=[CH:15]/[C:16]([O:18][CH3:19])=[O:17])[CH3:7])([CH3:31])[CH3:33]. (4) The product is: [CH3:10][C:1]1[CH:6]=[CH:5][C:4]([S:7]([CH2:20][C:19]([NH:18][CH2:17][CH2:16][S:12]([OH:15])(=[O:14])=[O:13])=[O:22])(=[O:9])=[O:8])=[CH:3][CH:2]=1. Given the reactants [C:1]1([CH3:10])[CH:6]=[CH:5][C:4]([S:7]([OH:9])=[O:8])=[CH:3][CH:2]=1.[Li].[S:12]([CH2:16][CH2:17][NH:18][C:19](=[O:22])[CH2:20]Br)([OH:15])(=[O:14])=[O:13].O, predict the reaction product.